This data is from Catalyst prediction with 721,799 reactions and 888 catalyst types from USPTO. The task is: Predict which catalyst facilitates the given reaction. Reactant: C([O:3][C:4](=O)[CH2:5][CH2:6][C:7]1[CH:8]=[C:9]([CH:13]=[CH:14][CH:15]=1)[C:10](O)=[O:11])C.O1CCCC1.B.Cl.O. Product: [OH:11][CH2:10][C:9]1[CH:8]=[C:7]([CH2:6][CH2:5][CH2:4][OH:3])[CH:15]=[CH:14][CH:13]=1. The catalyst class is: 1.